From a dataset of Full USPTO retrosynthesis dataset with 1.9M reactions from patents (1976-2016). Predict the reactants needed to synthesize the given product. (1) Given the product [C:15]([O:7][CH2:1][C:2]1[O:6][CH:5]=[CH:4][CH:3]=1)(=[O:18])[CH:16]=[CH2:17], predict the reactants needed to synthesize it. The reactants are: [CH2:1]([OH:7])[C:2]1[O:6][CH:5]=[CH:4][CH:3]=1.C(N(CC)CC)C.[C:15](Cl)(=[O:18])[CH:16]=[CH2:17]. (2) Given the product [CH:1]1([CH2:6][C@@H:7]([C:8]([F:25])=[O:9])[CH2:11][C:12]([O:14][C:15]([CH3:18])([CH3:17])[CH3:16])=[O:13])[CH2:5][CH2:4][CH2:3][CH2:2]1, predict the reactants needed to synthesize it. The reactants are: [CH:1]1([CH2:6][C@H:7]([CH2:11][C:12]([O:14][C:15]([CH3:18])([CH3:17])[CH3:16])=[O:13])[C:8](O)=[O:9])[CH2:5][CH2:4][CH2:3][CH2:2]1.N1C=CC=CC=1.[F:25]C1N=C(F)N=C(F)N=1. (3) Given the product [OH:8][CH:9]([C:11]1[O:12][C:13]([CH2:16][N:17]2[N:21]=[C:20]([NH:22][C:23]([C:25]3[N:26]=[CH:27][O:28][C:29]=3[C:30]3[CH:35]=[CH:34][CH:33]=[CH:32][CH:31]=3)=[O:24])[CH:19]=[N:18]2)=[CH:14][N:15]=1)[CH3:10], predict the reactants needed to synthesize it. The reactants are: N#N.C([Si](C)(C)[O:8][CH:9]([C:11]1[O:12][C:13]([CH2:16][N:17]2[N:21]=[C:20]([NH:22][C:23]([C:25]3[N:26]=[CH:27][O:28][C:29]=3[C:30]3[CH:35]=[CH:34][CH:33]=[CH:32][CH:31]=3)=[O:24])[CH:19]=[N:18]2)=[CH:14][N:15]=1)[CH3:10])(C)(C)C.CCCC[N+](CCCC)(CCCC)CCCC.[F-]. (4) Given the product [NH2:40][C:38](=[O:39])[CH2:37][NH:36][C:16]([C@@H:9]1[CH2:10][C:11](=[N:13][O:14][CH3:15])[CH2:12][N:8]1[C:6]([C:29]1[CH:30]=[CH:31][C:26]([C:21]2[CH:22]=[CH:23][CH:24]=[CH:25][C:20]=2[CH3:19])=[CH:27][C:28]=1[CH3:35])=[O:7])=[O:18], predict the reactants needed to synthesize it. The reactants are: C(O[C:6]([N:8]1[CH2:12][C:11](=[N:13][O:14][CH3:15])[CH2:10][C@H:9]1[C:16]([OH:18])=O)=[O:7])(C)(C)C.[CH3:19][C:20]1[CH:25]=[CH:24][CH:23]=[CH:22][C:21]=1[C:26]1[CH:31]=[CH:30][C:29](C(O)=O)=[C:28]([CH3:35])[CH:27]=1.[NH2:36][CH2:37][C:38]([NH2:40])=[O:39]. (5) Given the product [CH2:7]([O:6][C:5](=[O:14])[NH:4][CH2:3][C:2]1([CH3:1])[CH2:15][O:24]1)[C:8]1[CH:13]=[CH:12][CH:11]=[CH:10][CH:9]=1, predict the reactants needed to synthesize it. The reactants are: [CH3:1][C:2](=[CH2:15])[CH2:3][NH:4][C:5](=[O:14])[O:6][CH2:7][C:8]1[CH:13]=[CH:12][CH:11]=[CH:10][CH:9]=1.ClC1C=CC=C(C(OO)=[O:24])C=1.S([O-])([O-])(=O)=S.[Na+].[Na+].C(=O)([O-])O.[Na+]. (6) The reactants are: [CH:1]1[C:7](N)=[N:6][C:4](=[O:5])[N:3]([C@@H:9]2[O:13][C@H:12]([CH2:14][OH:15])[C@@H:11]([OH:16])[C:10]2([F:18])[F:17])[CH:2]=1.Cl.C1C(N)=NC(=[O:24])N([C@@H]2O[C@H](CO)[C@@H](O)C2(F)F)C=1.[C@@H]1(N2C=CC(N)=NC2=O)O[C@H](CO)[C@@H](O)C1. Given the product [F:17][C:10]1([F:18])[C@H:11]([OH:16])[C@@H:12]([CH2:14][OH:15])[O:13][C@H:9]1[N:3]1[CH:2]=[CH:1][C:7](=[O:24])[NH:6][C:4]1=[O:5], predict the reactants needed to synthesize it. (7) The reactants are: [C:1]1(=O)[C:9]2[C:4](=[CH:5][CH:6]=[CH:7][CH:8]=2)[CH2:3][CH2:2]1.Cl.[C:12]1([N:18]([C:20]2[CH:25]=[CH:24][CH:23]=[CH:22][CH:21]=2)N)[CH:17]=[CH:16][CH:15]=[CH:14][CH:13]=1. Given the product [C:20]1([N:18]2[C:12]3[CH:13]=[CH:14][CH:15]=[CH:16][C:17]=3[C:2]3[CH2:3][C:4]4[C:9]([C:1]2=3)=[CH:8][CH:7]=[CH:6][CH:5]=4)[CH:21]=[CH:22][CH:23]=[CH:24][CH:25]=1, predict the reactants needed to synthesize it.